Dataset: Full USPTO retrosynthesis dataset with 1.9M reactions from patents (1976-2016). Task: Predict the reactants needed to synthesize the given product. (1) Given the product [C@@H:13]1([O:27][N:28]2[C:36]3[C:31](=[C:32]([C:43]([F:44])([F:45])[F:46])[CH:33]=[C:34]([C:37]4[CH:38]=[CH:39][CH:40]=[CH:41][CH:42]=4)[CH:35]=3)[CH:30]=[C:29]2[C:47]([O:49][CH3:50])=[O:48])[O:14][C@H:9]([CH2:8][OH:7])[C@H:10]([OH:16])[C@@H:11]([OH:15])[C@H:12]1[OH:25], predict the reactants needed to synthesize it. The reactants are: O1CCCCC1[O:7][CH2:8][C@H:9]1[O:14][CH:13]=[CH:12][C@@H:11]([OH:15])[C@@H:10]1[O:16]S(C)(=O)=O.CC([O-:25])(C)C.[K+].[OH:27][N:28]1[C:36]2[C:31](=[C:32]([C:43]([F:46])([F:45])[F:44])[CH:33]=[C:34]([C:37]3[CH:42]=[CH:41][CH:40]=[CH:39][CH:38]=3)[CH:35]=2)[CH:30]=[C:29]1[C:47]([O:49][CH3:50])=[O:48].C[N+]1([O-])CCOCC1.C1(C)C=CC(S([O-])(=O)=O)=CC=1.[NH+]1C=CC=CC=1. (2) The reactants are: Cl[C:2]1[N:7]=[C:6]([N:8]2[CH2:13][CH2:12][O:11][CH2:10][C@@H:9]2[CH3:14])[CH:5]=[C:4]([CH2:15][S:16]([CH3:19])(=[O:18])=[O:17])[N:3]=1.O.[CH3:21][C:22]([O:25][C:26]([NH:28][C:29]1[CH:34]=[CH:33][C:32](B(O)O)=[CH:31][CH:30]=1)=[O:27])([CH3:24])[CH3:23].C(=O)([O-])[O-].[Na+].[Na+]. Given the product [CH3:14][C@H:9]1[CH2:10][O:11][CH2:12][CH2:13][N:8]1[C:6]1[CH:5]=[C:4]([CH2:15][S:16]([CH3:19])(=[O:18])=[O:17])[N:3]=[C:2]([C:32]2[CH:31]=[CH:30][C:29]([NH:28][C:26](=[O:27])[O:25][C:22]([CH3:23])([CH3:21])[CH3:24])=[CH:34][CH:33]=2)[N:7]=1, predict the reactants needed to synthesize it. (3) Given the product [F:25][C:21]1[CH:20]=[C:19]([CH:24]=[CH:23][CH:22]=1)[CH2:18][O:17][C:14]1[CH:15]=[CH:16][C:11]([NH:10][C:9]2[C:4]3[CH:3]=[C:2]([C:33]4[O:37][CH:36]=[C:35]([CH:38]=[O:39])[CH:34]=4)[N:27]=[CH:26][C:5]=3[N:6]=[CH:7][N:8]=2)=[CH:12][CH:13]=1, predict the reactants needed to synthesize it. The reactants are: Cl[C:2]1[N:27]=[CH:26][C:5]2[N:6]=[CH:7][N:8]=[C:9]([NH:10][C:11]3[CH:16]=[CH:15][C:14]([O:17][CH2:18][C:19]4[CH:24]=[CH:23][CH:22]=[C:21]([F:25])[CH:20]=4)=[CH:13][CH:12]=3)[C:4]=2[CH:3]=1.C([Sn](CCCC)(CCCC)[C:33]1[O:37][CH:36]=[C:35]([CH:38]=[O:39])[CH:34]=1)CCC. (4) Given the product [S:1]1[CH:5]=[CH:4][CH:3]=[C:2]1[CH2:6][CH2:7][NH:8][C:9]([N:11]1[C:19](=[O:20])[C:18]2[C:13](=[N:14][C:15]([Cl:22])=[CH:16][C:17]=2[CH3:21])[N:12]1[CH3:24])=[O:10], predict the reactants needed to synthesize it. The reactants are: [S:1]1[CH:5]=[CH:4][CH:3]=[C:2]1[CH2:6][CH2:7][NH:8][C:9]([N:11]1[C:19](=[O:20])[C:18]2[C:13](=[N:14][C:15]([Cl:22])=[CH:16][C:17]=2[CH3:21])[NH:12]1)=[O:10].I[CH3:24]. (5) The reactants are: [CH3:1][O:2][C:3]([C:5]12[CH2:14][CH:9]3[CH2:10][CH:11]([CH2:13][CH:7]([CH:8]3[NH:15][C:16](=[O:28])[C:17]([NH:20]C(OC(C)(C)C)=O)([CH3:19])[CH3:18])[CH2:6]1)[CH2:12]2)=[O:4].O1CCOCC1.[ClH:35]. Given the product [ClH:35].[CH3:1][O:2][C:3]([C:5]12[CH2:14][CH:9]3[CH2:10][CH:11]([CH2:13][CH:7]([CH:8]3[NH:15][C:16](=[O:28])[C:17]([NH2:20])([CH3:19])[CH3:18])[CH2:6]1)[CH2:12]2)=[O:4], predict the reactants needed to synthesize it. (6) The reactants are: [OH-].[Na+].[F:3][C:4]1[CH:23]=[CH:22][C:7]([CH2:8][NH:9][C:10]([C:12]2[N:17]=[CH:16][N:15]=[C:14]([C:18]([O:20]C)=[O:19])[CH:13]=2)=[O:11])=[CH:6][C:5]=1[CH3:24]. Given the product [F:3][C:4]1[CH:23]=[CH:22][C:7]([CH2:8][NH:9][C:10]([C:12]2[N:17]=[CH:16][N:15]=[C:14]([C:18]([OH:20])=[O:19])[CH:13]=2)=[O:11])=[CH:6][C:5]=1[CH3:24], predict the reactants needed to synthesize it. (7) Given the product [C:19]1([NH:25][C:26]([CH:28]2[CH2:29][CH2:30][N:31]([CH2:2][C:3]3[N:13]([CH2:14][C:15]([CH3:18])([CH3:17])[CH3:16])[C:6]4[N:7]=[C:8]([C:11]#[N:12])[N:9]=[CH:10][C:5]=4[CH:4]=3)[CH2:32][CH2:33]2)=[O:27])[CH:20]=[CH:21][CH:22]=[CH:23][CH:24]=1, predict the reactants needed to synthesize it. The reactants are: Br[CH2:2][C:3]1[N:13]([CH2:14][C:15]([CH3:18])([CH3:17])[CH3:16])[C:6]2[N:7]=[C:8]([C:11]#[N:12])[N:9]=[CH:10][C:5]=2[CH:4]=1.[C:19]1([NH:25][C:26]([CH:28]2[CH2:33][CH2:32][NH:31][CH2:30][CH2:29]2)=[O:27])[CH:24]=[CH:23][CH:22]=[CH:21][CH:20]=1.C([O-])([O-])=O.[K+].[K+]. (8) Given the product [C:35]([C:37]1[CH:38]=[C:39]([C:14]2[CH:15]=[C:10]([CH:5]([CH2:6][CH:7]([CH3:9])[CH3:8])[C:4]([OH:34])=[O:3])[CH:11]=[C:12]([C:24]3[CH:25]=[CH:26][C:27]([C:30]([F:31])([F:32])[F:33])=[CH:28][CH:29]=3)[CH:13]=2)[CH:40]=[CH:41][CH:42]=1)#[N:36], predict the reactants needed to synthesize it. The reactants are: C([O:3][C:4](=[O:34])[CH:5]([C:10]1[CH:11]=[C:12]([C:24]2[CH:29]=[CH:28][C:27]([C:30]([F:33])([F:32])[F:31])=[CH:26][CH:25]=2)[CH:13]=[C:14](OS(C(F)(F)F)(=O)=O)[CH:15]=1)[CH2:6][CH:7]([CH3:9])[CH3:8])C.[C:35]([C:37]1[CH:38]=[C:39](B(O)O)[CH:40]=[CH:41][CH:42]=1)#[N:36].